Dataset: Peptide-MHC class II binding affinity with 134,281 pairs from IEDB. Task: Regression. Given a peptide amino acid sequence and an MHC pseudo amino acid sequence, predict their binding affinity value. This is MHC class II binding data. The peptide sequence is MMFLSLGVGADQGCAR. The MHC is DRB1_0801 with pseudo-sequence DRB1_0801. The binding affinity (normalized) is 0.577.